Dataset: NCI-60 drug combinations with 297,098 pairs across 59 cell lines. Task: Regression. Given two drug SMILES strings and cell line genomic features, predict the synergy score measuring deviation from expected non-interaction effect. (1) Drug 1: C1=CC=C(C(=C1)C(C2=CC=C(C=C2)Cl)C(Cl)Cl)Cl. Drug 2: CN1C2=C(C=C(C=C2)N(CCCl)CCCl)N=C1CCCC(=O)O.Cl. Cell line: A549. Synergy scores: CSS=3.42, Synergy_ZIP=0.962, Synergy_Bliss=4.52, Synergy_Loewe=0.679, Synergy_HSA=0.134. (2) Drug 1: CN(C)N=NC1=C(NC=N1)C(=O)N. Drug 2: C1=NC2=C(N1)C(=S)N=CN2. Cell line: NCI/ADR-RES. Synergy scores: CSS=-3.89, Synergy_ZIP=-11.7, Synergy_Bliss=-28.1, Synergy_Loewe=-46.0, Synergy_HSA=-28.4.